This data is from CYP3A4 inhibition data for predicting drug metabolism from PubChem BioAssay. The task is: Regression/Classification. Given a drug SMILES string, predict its absorption, distribution, metabolism, or excretion properties. Task type varies by dataset: regression for continuous measurements (e.g., permeability, clearance, half-life) or binary classification for categorical outcomes (e.g., BBB penetration, CYP inhibition). Dataset: cyp3a4_veith. (1) The compound is Cc1cc(C)c(-c2cc([C@H](C)O/N=C3\[C@@H]4CCn5c(=O)n(-c6ccccc6)c(=O)n5[C@H]4[C@H](O)[C@H]4O[C@H]34)on2)c(C)c1. The result is 0 (non-inhibitor). (2) The molecule is N=C1CCC[C@@H]1C(=S)SCCC(N)=O. The result is 0 (non-inhibitor).